From a dataset of Full USPTO retrosynthesis dataset with 1.9M reactions from patents (1976-2016). Predict the reactants needed to synthesize the given product. Given the product [S:16]1[CH:20]=[CH:19][CH:18]=[C:17]1[CH:21]1[CH2:26][CH2:25][N:24]([CH2:2][C:3]([C:5]2[CH:6]=[C:7]3[C:12](=[CH:13][CH:14]=2)[NH:11][C:10](=[O:15])[CH2:9][CH2:8]3)=[O:4])[CH2:23][CH2:22]1, predict the reactants needed to synthesize it. The reactants are: Cl[CH2:2][C:3]([C:5]1[CH:6]=[C:7]2[C:12](=[CH:13][CH:14]=1)[NH:11][C:10](=[O:15])[CH2:9][CH2:8]2)=[O:4].[S:16]1[CH:20]=[CH:19][CH:18]=[C:17]1[CH:21]1[CH2:26][CH2:25][NH:24][CH2:23][CH2:22]1.C(N(CC)CC)C.O.